This data is from Full USPTO retrosynthesis dataset with 1.9M reactions from patents (1976-2016). The task is: Predict the reactants needed to synthesize the given product. (1) Given the product [NH2:12][C:9]([CH3:10])([CH3:11])[CH2:8][C:7]1[N:6]([CH2:20][CH3:21])[N:5]=[C:4]([C:22]#[N:23])[C:3]=1[Br:2], predict the reactants needed to synthesize it. The reactants are: Cl.[Br:2][C:3]1[C:4]([C:22]#[N:23])=[N:5][N:6]([CH2:20][CH3:21])[C:7]=1[CH2:8][C:9]([NH:12]C(=O)OC(C)(C)C)([CH3:11])[CH3:10]. (2) Given the product [Cl:24][C:18]1[CH:19]=[C:20]([Cl:23])[CH:21]=[CH:22][C:17]=1[NH:16][C:9]1[CH:10]=[C:11]([C:12]([F:15])([F:13])[F:14])[C:6]([C:5]([OH:25])=[O:4])=[CH:7][N:8]=1, predict the reactants needed to synthesize it. The reactants are: [OH-].[K+].C[O:4][C:5](=[O:25])[C:6]1[C:11]([C:12]([F:15])([F:14])[F:13])=[CH:10][C:9]([NH:16][C:17]2[CH:22]=[CH:21][C:20]([Cl:23])=[CH:19][C:18]=2[Cl:24])=[N:8][CH:7]=1.C(N(C(C)C)CC)(C)C. (3) Given the product [F:37][CH:36]([F:38])[O:35][C:32]1[CH:33]=[CH:34][C:29]([C:9]2([C:17]3[CH:22]=[CH:21][CH:20]=[C:19]([O:23][CH2:24][CH:25]([CH3:26])[CH3:27])[CH:18]=3)[C:8]3[C:3](=[N:4][CH:5]=[CH:6][CH:7]=3)[C:1]([NH2:2])=[N:10]2)=[CH:30][CH:31]=1, predict the reactants needed to synthesize it. The reactants are: [C:1]([C:3]1[C:8]([C:9]([C:17]2[CH:22]=[CH:21][CH:20]=[C:19]([O:23][CH2:24][CH:25]([CH3:27])[CH3:26])[CH:18]=2)=[N:10]S(C(C)(C)C)=O)=[CH:7][CH:6]=[CH:5][N:4]=1)#[N:2].Br[C:29]1[CH:34]=[CH:33][C:32]([O:35][CH:36]([F:38])[F:37])=[CH:31][CH:30]=1. (4) Given the product [NH2:7][CH:8]1[CH2:13][C@@H:12]([C:14]2[CH:19]=[C:18]([F:20])[CH:17]=[C:16]([F:21])[C:15]=2[F:22])[C@@H:11]([CH3:23])[N:10]([CH2:24][C:25]([F:28])([F:27])[F:26])[C:9]1=[O:29], predict the reactants needed to synthesize it. The reactants are: C(OC(=O)[NH:7][CH:8]1[CH2:13][C@@H:12]([C:14]2[CH:19]=[C:18]([F:20])[CH:17]=[C:16]([F:21])[C:15]=2[F:22])[C@@H:11]([CH3:23])[N:10]([CH2:24][C:25]([F:28])([F:27])[F:26])[C:9]1=[O:29])(C)(C)C.O.C1(C)C=CC(S(O)(=O)=O)=CC=1.C(=O)([O-])[O-].[K+].[K+]. (5) Given the product [C:23]([C:22]1[CH:25]=[CH:26][C:27]([C:2]2[CH:3]=[N:4][N:5]([C:9]3[CH:18]=[CH:17][C:12]([C:13]([O:15][CH3:16])=[O:14])=[CH:11][N:10]=3)[C:6]=2[O:7][CH3:8])=[C:20]([F:19])[CH:21]=1)#[N:24], predict the reactants needed to synthesize it. The reactants are: Br[C:2]1[CH:3]=[N:4][N:5]([C:9]2[CH:18]=[CH:17][C:12]([C:13]([O:15][CH3:16])=[O:14])=[CH:11][N:10]=2)[C:6]=1[O:7][CH3:8].[F:19][C:20]1[CH:21]=[C:22]([CH:25]=[CH:26][C:27]=1B1OC(C)(C)C(C)(C)O1)[C:23]#[N:24].C(=O)(O)[O-].[Na+]. (6) Given the product [Cl:33][C:34]1[CH:39]=[CH:38][C:37]([NH:40][C:41](=[O:53])[C:42]2[CH:47]=[CH:46][C:45]([CH2:48][S:49]([CH3:52])(=[O:50])=[O:51])=[CH:44][CH:43]=2)=[CH:36][C:35]=1[C:54]1[CH:63]=[CH:62][C:57]([CH2:58][OH:59])=[CH:56][N:55]=1, predict the reactants needed to synthesize it. The reactants are: NC1C=CC(Cl)=C(C2C=CC(C(OC)=O)=CN=2)C=1.CS(CC1C=CC(C(O)=O)=CC=1)(=O)=O.[Cl:33][C:34]1[CH:39]=[CH:38][C:37]([NH:40][C:41](=[O:53])[C:42]2[CH:47]=[CH:46][C:45]([CH2:48][S:49]([CH3:52])(=[O:51])=[O:50])=[CH:44][CH:43]=2)=[CH:36][C:35]=1[C:54]1[CH:63]=[CH:62][C:57]([C:58](OC)=[O:59])=[CH:56][N:55]=1.[BH4-].[Na+]. (7) Given the product [Br:21][C:3]1[N:4]2[CH:9]=[C:8]([C:10]3[CH:11]=[CH:12][C:13]([C:14]([O:16][CH2:17][CH3:18])=[O:15])=[CH:19][CH:20]=3)[N:7]=[CH:6][C:5]2=[N:1][CH:2]=1, predict the reactants needed to synthesize it. The reactants are: [N:1]1[CH:2]=[CH:3][N:4]2[CH:9]=[C:8]([C:10]3[CH:20]=[CH:19][C:13]([C:14]([O:16][CH2:17][CH3:18])=[O:15])=[CH:12][CH:11]=3)[N:7]=[CH:6][C:5]=12.[Br:21]NC(=O)CCC(N)=O.